From a dataset of Full USPTO retrosynthesis dataset with 1.9M reactions from patents (1976-2016). Predict the reactants needed to synthesize the given product. (1) The reactants are: [Br:1][C:2]1[C:3]2[N:4]([CH:12]=[C:13]([C:15]3[O:19][N:18]=[C:17]([C:20]4[CH:30]=[CH:29][C:23]([C:24](OCC)=[O:25])=[CH:22][C:21]=4[Cl:31])[N:16]=3)[N:14]=2)[CH:5]=[C:6]([C:8]([F:11])([F:10])[F:9])[CH:7]=1.CC(C[AlH]CC(C)C)C. Given the product [Br:1][C:2]1[C:3]2[N:4]([CH:12]=[C:13]([C:15]3[O:19][N:18]=[C:17]([C:20]4[CH:30]=[CH:29][C:23]([CH2:24][OH:25])=[CH:22][C:21]=4[Cl:31])[N:16]=3)[N:14]=2)[CH:5]=[C:6]([C:8]([F:9])([F:11])[F:10])[CH:7]=1, predict the reactants needed to synthesize it. (2) Given the product [CH3:1][O:2][CH2:3][O:4][C:5]1[CH:10]=[C:9]([C:11]([F:14])([F:13])[F:12])[CH:8]=[CH:7][C:6]=1[N:15]([S:19]([CH:22]=[CH:23][CH2:24][CH2:25][CH2:26][CH3:27])(=[O:20])=[O:21])[CH:16]([CH3:18])[CH3:17], predict the reactants needed to synthesize it. The reactants are: [CH3:1][O:2][CH2:3][O:4][C:5]1[CH:10]=[C:9]([C:11]([F:14])([F:13])[F:12])[CH:8]=[CH:7][C:6]=1[N:15]([S:19]([CH2:22][CH:23](O)[CH2:24][CH2:25][CH2:26][CH3:27])(=[O:21])=[O:20])[CH:16]([CH3:18])[CH3:17].N12CCCCC1CNCC=C2.Cl. (3) Given the product [OH:22][CH2:21][C:5]1[CH:6]=[C:7]([O:9][CH2:10][CH2:11][N:12]([CH2:24][CH2:25][O:26][CH2:27][CH2:28][O:29][CH2:30][CH2:31][O:32][CH3:33])[CH2:13][CH2:14][CH2:15][C:16]([O:18][CH2:19][CH3:20])=[O:17])[CH:8]=[C:3]([CH2:2][OH:1])[N:4]=1, predict the reactants needed to synthesize it. The reactants are: [OH:1][CH2:2][C:3]1[CH:8]=[C:7]([O:9][CH2:10][CH2:11][NH:12][CH2:13][CH2:14][CH2:15][C:16]([O:18][CH2:19][CH3:20])=[O:17])[CH:6]=[C:5]([CH2:21][OH:22])[N:4]=1.I[CH2:24][CH2:25][O:26][CH2:27][CH2:28][O:29][CH2:30][CH2:31][O:32][CH3:33].C(N(C(C)C)CC)(C)C. (4) Given the product [CH:1]([C:4]1[CH:9]=[CH:8][C:7]([CH:10]=[CH:11][C:12]([NH:14][C@H:15]([C:26]([OH:28])=[O:27])[CH2:16][C:17]2[C:25]3[C:20](=[CH:21][CH:22]=[CH:23][CH:24]=3)[NH:19][CH:18]=2)=[O:13])=[CH:6][CH:5]=1)([CH3:3])[CH3:2], predict the reactants needed to synthesize it. The reactants are: [CH:1]([C:4]1[CH:9]=[CH:8][C:7]([CH:10]=[CH:11][C:12]([NH:14][C@H:15]([C:26]([O:28]C)=[O:27])[CH2:16][C:17]2[C:25]3[C:20](=[CH:21][CH:22]=[CH:23][CH:24]=3)[NH:19][CH:18]=2)=[O:13])=[CH:6][CH:5]=1)([CH3:3])[CH3:2].[OH-].[Na+]. (5) Given the product [CH3:9][C:5]1([CH3:10])[CH2:6][NH:7][C@@H:3]([CH2:2][OH:1])[CH2:4]1, predict the reactants needed to synthesize it. The reactants are: [OH:1][CH2:2][C@@H:3]1[NH:7][C:6](=O)[C:5]([CH3:10])([CH3:9])[CH2:4]1.[H-].[Al+3].[Li+].[H-].[H-].[H-].O.[OH-].[Na+]. (6) Given the product [CH3:3][O:4][C@@H:5]1[C@H:12]([OH:13])[CH2:11][CH2:10][C@@:7]2([O:9][CH2:8]2)[C@H:6]1[C@:27]1([CH3:35])[C@@H:29]([CH2:30][CH:31]=[C:32]([CH3:34])[CH3:33])[O:28]1, predict the reactants needed to synthesize it. The reactants are: [OH-].[Na+].[CH3:3][O:4][C@@H:5]1[C@H:12]([O:13]C(=O)/C=C/C=C/C=C/C=C/C(O)=O)[CH2:11][CH2:10][C@@:7]2([O:9][CH2:8]2)[C@H:6]1[C@:27]1([CH3:35])[C@@H:29]([CH2:30][CH:31]=[C:32]([CH3:34])[CH3:33])[O:28]1.C1(NC2CCCCC2)CCCCC1. (7) Given the product [NH2:17][CH2:16][CH2:15][CH2:14][C:10]1[CH:9]=[C:8]([C:2]([OH:1])([CH2:4][CH2:5][CH2:6][CH3:7])[CH3:3])[CH:13]=[CH:12][CH:11]=1, predict the reactants needed to synthesize it. The reactants are: [OH:1][C:2]([C:8]1[CH:9]=[C:10]([CH2:14][CH2:15][CH2:16][N:17]2C(=O)C3C(=CC=CC=3)C2=O)[CH:11]=[CH:12][CH:13]=1)([CH2:4][CH2:5][CH2:6][CH3:7])[CH3:3].N.CO. (8) Given the product [CH3:3][C:2]([N:6]1[C:18]2[CH:17]=[CH:16][CH:15]=[CH:14][C:13]=2[C:12]2[C:7]1=[CH:8][CH:9]=[CH:10][CH:11]=2)([CH:4]=[CH2:5])[CH3:1], predict the reactants needed to synthesize it. The reactants are: [CH3:1][C:2]([N:6]1[C:18]2[CH:17]=[CH:16][CH:15]=[CH:14][C:13]=2[C:12]2[C:7]1=[CH:8][CH:9]=[CH:10][CH:11]=2)([C:4]#[CH:5])[CH3:3].N1C2C(=CC=CC=2)C=CC=1.